Dataset: hERG potassium channel inhibition data for cardiac toxicity prediction from Karim et al.. Task: Regression/Classification. Given a drug SMILES string, predict its toxicity properties. Task type varies by dataset: regression for continuous values (e.g., LD50, hERG inhibition percentage) or binary classification for toxic/non-toxic outcomes (e.g., AMES mutagenicity, cardiotoxicity, hepatotoxicity). Dataset: herg_karim. (1) The compound is CC(C)CCN1c2nc(Nc3cc(F)c(O)c(F)c3)ncc2N(C)C(=N)C1C. The result is 0 (non-blocker). (2) The drug is O=C(OCc1ccccc1)N1CCC(CNc2ccncc2)CC1. The result is 1 (blocker).